The task is: Predict which catalyst facilitates the given reaction.. This data is from Catalyst prediction with 721,799 reactions and 888 catalyst types from USPTO. (1) Reactant: [CH2:1]([S:8][C:9]1[CH:14]=[CH:13][C:12]([N+:15]([O-:17])=[O:16])=[CH:11][C:10]=1[NH:18]C(=O)C(F)(F)F)[C:2]1[CH:7]=[CH:6][CH:5]=[CH:4][CH:3]=1.N. Product: [CH2:1]([S:8][C:9]1[CH:14]=[CH:13][C:12]([N+:15]([O-:17])=[O:16])=[CH:11][C:10]=1[NH2:18])[C:2]1[CH:3]=[CH:4][CH:5]=[CH:6][CH:7]=1. The catalyst class is: 5. (2) Reactant: Br[C:2]1[CH:3]=[C:4]([O:10][C:11]2[C:12]([CH3:17])=[N:13][CH:14]=[CH:15][CH:16]=2)[C:5]([C:8]#[N:9])=[N:6][CH:7]=1.[NH:18]1[CH:23]=[CH:22][CH:21]=[CH:20][C:19]1=[S:24].[H-].[Na+].O. Product: [CH3:17][C:12]1[C:11]([O:10][C:4]2[C:5]([C:8]#[N:9])=[N:6][CH:7]=[C:2]([S:24][C:19]3[CH:20]=[CH:21][CH:22]=[CH:23][N:18]=3)[CH:3]=2)=[CH:16][CH:15]=[CH:14][N:13]=1. The catalyst class is: 3. (3) Reactant: [CH3:1][C@@H]1[C@@H](COC(=O)C2C=CC=CC=2)O[C@@H](OC2C=C(OC(=O)C)C=CC=2CC2C=CC(CC)=CC=2)[C@H](OC(=O)C2C=CC=CC=2)[C@H]1OC(=O)C1C=CC=CC=1.C(=O)([O-])[O-].[K+].[K+].CO.C[O:65][CH2:66][C@H:67]1[O:90][C@@H:71]([O:72][C:73]2[CH:78]=[C:77]([CH2:79][OH:80])[CH:76]=[CH:75][C:74]=2[CH2:81][C:82]2[CH:87]=[CH:86][C:85]([CH2:88][CH3:89])=[CH:84][CH:83]=2)[C@H:70]([OH:91])[C@@H:69]([OH:92])[C@@H:68]1O. Product: [CH3:1][C@@H:68]1[C@@H:67]([CH2:66][OH:65])[O:90][C@@H:71]([O:72][C:73]2[CH:78]=[C:77]([CH2:79][OH:80])[CH:76]=[CH:75][C:74]=2[CH2:81][C:82]2[CH:87]=[CH:86][C:85]([CH2:88][CH3:89])=[CH:84][CH:83]=2)[C@H:70]([OH:91])[C@H:69]1[OH:92]. The catalyst class is: 2. (4) Reactant: [CH2:1]([CH:3]1[C:8]([C:9]2[CH:24]=[CH:23][C:12]3[N:13]=[C:14]([C:16]4[CH:21]=[CH:20][C:19]([OH:22])=[CH:18][CH:17]=4)[O:15][C:11]=3[CH:10]=2)=[N:7][NH:6][C:5](=[O:25])[CH2:4]1)[CH3:2].Cl[CH2:27][C:28](=[O:30])[CH3:29].C(=O)([O-])[O-].[K+].[K+].[I-].[K+]. Product: [CH2:1]([CH:3]1[C:8]([C:9]2[CH:24]=[CH:23][C:12]3[N:13]=[C:14]([C:16]4[CH:21]=[CH:20][C:19]([O:22][CH2:27][C:28](=[O:30])[CH3:29])=[CH:18][CH:17]=4)[O:15][C:11]=3[CH:10]=2)=[N:7][NH:6][C:5](=[O:25])[CH2:4]1)[CH3:2]. The catalyst class is: 21. (5) Reactant: [CH2:1]([N:8]([CH2:12][Si](C)(C)C)[CH2:9]OC)[C:2]1[CH:7]=[CH:6][CH:5]=[CH:4][CH:3]=1.[Br:17][C:18]1[CH:23]=[CH:22][CH:21]=[C:20](/[CH:24]=[CH:25]/[N+:26]([O-:28])=[O:27])[CH:19]=1.C(O)(C(F)(F)F)=O. Product: [CH2:1]([N:8]1[CH2:12][CH:25]([N+:26]([O-:28])=[O:27])[CH:24]([C:20]2[CH:21]=[CH:22][CH:23]=[C:18]([Br:17])[CH:19]=2)[CH2:9]1)[C:2]1[CH:7]=[CH:6][CH:5]=[CH:4][CH:3]=1. The catalyst class is: 2.